Dataset: Forward reaction prediction with 1.9M reactions from USPTO patents (1976-2016). Task: Predict the product of the given reaction. (1) Given the reactants [Br:1][C:2]1[CH:3]=[C:4]2[C:9](=[CH:10][CH:11]=1)[N:8]=[C:7]([Cl:12])[C:6]([CH:13]=[O:14])=[C:5]2[Cl:15].[BH3-]C#N.[Na+], predict the reaction product. The product is: [Br:1][C:2]1[CH:3]=[C:4]2[C:9](=[CH:10][CH:11]=1)[N:8]=[C:7]([Cl:12])[C:6]([CH2:13][OH:14])=[C:5]2[Cl:15]. (2) Given the reactants CC(C)(OC([NH:7][C@H:8]([C:28]([N:30]1[CH2:35][CH2:34][CH:33]([CH2:36][CH3:37])[CH2:32][CH2:31]1)=[O:29])[CH2:9][CH2:10][CH2:11][CH:12]1[CH2:17][CH2:16][N:15]([C:18]([O:20][CH2:21][C:22]2[CH:27]=[CH:26][CH:25]=[CH:24][CH:23]=2)=[O:19])[CH2:14][CH2:13]1)=O)C.[ClH:39], predict the reaction product. The product is: [ClH:39].[NH2:7][C@H:8]([C:28]([N:30]1[CH2:35][CH2:34][CH:33]([CH2:36][CH3:37])[CH2:32][CH2:31]1)=[O:29])[CH2:9][CH2:10][CH2:11][CH:12]1[CH2:17][CH2:16][N:15]([C:18]([O:20][CH2:21][C:22]2[CH:23]=[CH:24][CH:25]=[CH:26][CH:27]=2)=[O:19])[CH2:14][CH2:13]1. (3) Given the reactants [CH2:1]([N:4]([C@@H:25]([CH3:29])[CH2:26][O:27][CH3:28])[C:5]1[N:9]([CH2:10][C:11]2[CH:16]=[CH:15][C:14]([O:17][CH3:18])=[CH:13][CH:12]=2)[N:8]=[CH:7][C:6]=1[C:19](N(OC)C)=[O:20])[CH:2]=[CH2:3].[CH:30]([Mg]Br)=[CH2:31].C(OC(=O)C)(=O)C.CO, predict the reaction product. The product is: [CH2:1]([N:4]([C@@H:25]([CH3:29])[CH2:26][O:27][CH3:28])[C:5]1[N:9]([CH2:10][C:11]2[CH:12]=[CH:13][C:14]([O:17][CH3:18])=[CH:15][CH:16]=2)[N:8]=[CH:7][C:6]=1[C:19](=[O:20])[CH:30]=[CH2:31])[CH:2]=[CH2:3]. (4) Given the reactants B(Br)(Br)Br.[CH2:5]([N:12]1[CH2:16][CH:15]2[C:17](=[O:28])[CH:18]=[C:19]([C:20]3[CH:25]=[CH:24][C:23]([O:26]C)=[CH:22][CH:21]=3)[CH:14]2[CH2:13]1)[C:6]1[CH:11]=[CH:10][CH:9]=[CH:8][CH:7]=1, predict the reaction product. The product is: [CH2:5]([N:12]1[CH2:16][CH:15]2[C:17](=[O:28])[CH:18]=[C:19]([C:20]3[CH:21]=[CH:22][C:23]([OH:26])=[CH:24][CH:25]=3)[CH:14]2[CH2:13]1)[C:6]1[CH:7]=[CH:8][CH:9]=[CH:10][CH:11]=1. (5) Given the reactants [O:1]=[C:2]1[C:10]2([CH2:14][O:13][C:12]3[CH:15]=[C:16]4[C:20](=[CH:21][C:11]2=3)[CH2:19][CH2:18][O:17]4)[C:9]2[C:4](=[CH:5][CH:6]=[CH:7][CH:8]=2)[N:3]1[CH2:22][CH2:23][CH:24]=O.[CH2:26]([NH2:31])[CH2:27][CH:28]([CH3:30])[CH3:29].C(O[BH-](OC(=O)C)OC(=O)C)(=O)C.[Na+], predict the reaction product. The product is: [CH3:29][CH:28]([CH3:30])[CH2:27][CH2:26][NH:31][CH2:24][CH2:23][CH2:22][N:3]1[C:4]2[C:9](=[CH:8][CH:7]=[CH:6][CH:5]=2)[C:10]2([CH2:14][O:13][C:12]3[CH:15]=[C:16]4[C:20](=[CH:21][C:11]2=3)[CH2:19][CH2:18][O:17]4)[C:2]1=[O:1]. (6) Given the reactants [CH2:1]([O:3][C:4](=[O:28])[CH2:5][O:6][C:7]1[CH:12]=[CH:11][C:10]([S:13][C:14]2[CH:19]=[C:18]([O:20][CH:21]3[CH2:25][CH2:24][CH2:23][CH2:22]3)[CH:17]=[C:16](Br)[CH:15]=2)=[CH:9][C:8]=1[CH3:27])[CH3:2].[CH2:29]([N:32]1[CH2:37][CH2:36][O:35][CH2:34][CH2:33]1)[C:30]#[CH:31].C(OC(=O)COC1C=CC(SC2C=C(C#CC3C=CC(CO)=CC=3)C=C(OCCC3C=CC(Cl)=CC=3)C=2)=CC=1C)C, predict the reaction product. The product is: [CH2:1]([O:3][C:4](=[O:28])[CH2:5][O:6][C:7]1[CH:12]=[CH:11][C:10]([S:13][C:14]2[CH:15]=[C:16]([C:31]#[C:30][CH2:29][N:32]3[CH2:37][CH2:36][O:35][CH2:34][CH2:33]3)[CH:17]=[C:18]([O:20][CH:21]3[CH2:25][CH2:24][CH2:23][CH2:22]3)[CH:19]=2)=[CH:9][C:8]=1[CH3:27])[CH3:2].